This data is from Forward reaction prediction with 1.9M reactions from USPTO patents (1976-2016). The task is: Predict the product of the given reaction. (1) The product is: [CH2:9]=[CH:8][C:7]#[N:10].[CH2:11]=[CH:12][C:13]1[CH:18]=[CH:17][CH:16]=[CH:15][CH:14]=1. Given the reactants C(S([O-])=O)O.[Na+].[C:7](#[N:10])[CH:8]=[CH2:9].[CH2:11]=[CH:12][C:13]1[CH:18]=[CH:17][CH:16]=[CH:15][CH:14]=1.C(OO)(C)(C)C.C(N(CC(O)=O)CC(O)=O)CN(CC([O-])=O)CC([O-])=O.[Na+].[Na+], predict the reaction product. (2) Given the reactants [O:1]1[CH2:3][CH:2]1[C:4]1[CH:9]=[CH:8][CH:7]=[CH:6][N+:5]=1[O-:10].[CH2:11]([NH:18][C@@H:19]([CH3:22])[CH2:20][OH:21])[C:12]1[CH:17]=[CH:16][CH:15]=[CH:14][CH:13]=1.C(=O)([O-])[O-].[K+].[K+], predict the reaction product. The product is: [CH2:11]([N:18]([C@@H:19]([CH3:22])[CH2:20][OH:21])[CH2:3][CH:2]([C:4]1[CH:9]=[CH:8][CH:7]=[CH:6][N+:5]=1[O-:10])[OH:1])[C:12]1[CH:17]=[CH:16][CH:15]=[CH:14][CH:13]=1. (3) The product is: [NH2:1][C:2]1[N:3]=[C:4]([NH:12][C:13]2[CH:27]=[CH:26][C:16]([C:17]([C:19]3[CH:24]=[CH:23][CH:22]=[CH:21][C:20]=3[CH3:25])=[O:18])=[C:15]([Cl:28])[CH:14]=2)[CH:5]=[CH:6][C:7]=1[N+:8]([O-:10])=[O:9]. Given the reactants [NH2:1][C:2]1[C:7]([N+:8]([O-:10])=[O:9])=[CH:6][CH:5]=[C:4](Cl)[N:3]=1.[NH2:12][C:13]1[CH:27]=[CH:26][C:16]([C:17]([C:19]2[CH:24]=[CH:23][CH:22]=[CH:21][C:20]=2[CH3:25])=[O:18])=[C:15]([Cl:28])[CH:14]=1.CC([O-])(C)C.[K+], predict the reaction product.